This data is from Catalyst prediction with 721,799 reactions and 888 catalyst types from USPTO. The task is: Predict which catalyst facilitates the given reaction. Reactant: [NH2:1][C@@H:2]([C@@H:39]([C:46]1[CH:51]=[CH:50][C:49]([Cl:52])=[CH:48][CH:47]=1)[CH:40]1[CH2:45][CH2:44][O:43][CH2:42][CH2:41]1)[C:3]([NH:5][C:6]1[CH:37]=[CH:36][CH:35]=[C:34]([F:38])[C:7]=1[CH2:8][CH2:9][C@H:10]1[CH2:17][N:16]([C:18]([O:20][C:21]([CH3:24])([CH3:23])[CH3:22])=[O:19])[CH2:15][C:12]2([CH2:14][CH2:13]2)[N:11]1[S:25]([C:28]1[CH:33]=[CH:32][CH:31]=[CH:30][CH:29]=1)(=[O:27])=[O:26])=[O:4].[C:53](=O)([O:62][CH3:63])[O:54]N1C(=O)CCC1=O. Product: [Cl:52][C:49]1[CH:50]=[CH:51][C:46]([C@@H:39]([CH:40]2[CH2:45][CH2:44][O:43][CH2:42][CH2:41]2)[C@H:2]([NH:1][C:53]([O:62][CH3:63])=[O:54])[C:3]([NH:5][C:6]2[CH:37]=[CH:36][CH:35]=[C:34]([F:38])[C:7]=2[CH2:8][CH2:9][C@H:10]2[CH2:17][N:16]([C:18]([O:20][C:21]([CH3:22])([CH3:23])[CH3:24])=[O:19])[CH2:15][C:12]3([CH2:14][CH2:13]3)[N:11]2[S:25]([C:28]2[CH:33]=[CH:32][CH:31]=[CH:30][CH:29]=2)(=[O:27])=[O:26])=[O:4])=[CH:47][CH:48]=1. The catalyst class is: 2.